From a dataset of Peptide-MHC class I binding affinity with 185,985 pairs from IEDB/IMGT. Regression. Given a peptide amino acid sequence and an MHC pseudo amino acid sequence, predict their binding affinity value. This is MHC class I binding data. (1) The MHC is Patr-B0101 with pseudo-sequence Patr-B0101. The binding affinity (normalized) is 0.00700. The peptide sequence is LVFFCFAWYL. (2) The MHC is H-2-Db with pseudo-sequence H-2-Db. The peptide sequence is IVLVNPNPV. The binding affinity (normalized) is 0.558. (3) The binding affinity (normalized) is 0.553. The MHC is HLA-B40:02 with pseudo-sequence HLA-B40:02. The peptide sequence is LEYFQFVKKLL. (4) The peptide sequence is RVRGAVTGM. The MHC is HLA-A69:01 with pseudo-sequence HLA-A69:01. The binding affinity (normalized) is 0.0847. (5) The peptide sequence is EKTQYTNDF. The MHC is HLA-B08:01 with pseudo-sequence HLA-B08:01. The binding affinity (normalized) is 0.0577. (6) The peptide sequence is RVAVNKSNK. The MHC is HLA-A11:01 with pseudo-sequence HLA-A11:01. The binding affinity (normalized) is 0.774. (7) The peptide sequence is YYHTLDESF. The MHC is HLA-A29:02 with pseudo-sequence HLA-A29:02. The binding affinity (normalized) is 0.537. (8) The peptide sequence is KRSQDSPLK. The MHC is HLA-B07:02 with pseudo-sequence HLA-B07:02. The binding affinity (normalized) is 0.0847. (9) The binding affinity (normalized) is 0.00564. The MHC is Patr-A0301 with pseudo-sequence Patr-A0301. The peptide sequence is DANKVGAGA.